From a dataset of Forward reaction prediction with 1.9M reactions from USPTO patents (1976-2016). Predict the product of the given reaction. (1) Given the reactants [CH3:1][O:2][C:3](=[O:24])[CH:4]([C:9]1[NH:10][C:11]2[C:16]([C:17]=1[CH2:18][CH2:19][N:20]=[N+:21]=[N-:22])=[CH:15][CH:14]=[C:13]([F:23])[CH:12]=2)[C:5]([O:7][CH3:8])=[O:6].[CH3:25][O-].[Na+], predict the reaction product. The product is: [CH3:1][O:2][C:3](=[O:24])[C:4]([C:9]1[NH:10][C:11]2[C:16]([C:17]=1[CH2:18][CH2:19][N:20]=[N+:21]=[N-:22])=[CH:15][CH:14]=[C:13]([F:23])[CH:12]=2)([CH3:25])[C:5]([O:7][CH3:8])=[O:6]. (2) Given the reactants [C:1]([C:4]1[C:9]([O:10][CH3:11])=[CH:8][C:7]([NH2:12])=[CH:6][C:5]=1[O:13][CH3:14])([CH3:3])=[CH2:2], predict the reaction product. The product is: [CH:1]([C:4]1[C:9]([O:10][CH3:11])=[CH:8][C:7]([NH2:12])=[CH:6][C:5]=1[O:13][CH3:14])([CH3:3])[CH3:2]. (3) Given the reactants N[C:2]1[CH:11]=[C:10]2[C:5]([C:6]([NH:12][C:13]3[CH:18]=[CH:17][CH:16]=[C:15]([Br:19])[CH:14]=3)=[N:7][CH:8]=[N:9]2)=[CH:4][CH:3]=1.[CH2:20]([N:22](CC)CC)[CH3:21].N1C=CC=CC=1.CNC.ClCC[S:39](Cl)(=[O:41])=[O:40], predict the reaction product. The product is: [Br:19][C:15]1[CH:14]=[C:13]([NH:12][C:6]2[C:5]3[C:10](=[CH:11][C:2]([CH:21]=[CH:20][NH:22][SH:39](=[O:41])=[O:40])=[CH:3][CH:4]=3)[N:9]=[CH:8][N:7]=2)[CH:18]=[CH:17][CH:16]=1. (4) Given the reactants B(F)(F)F.[CH3:5]COCC.[CH3:10][O:11][C:12]1[CH:13]=[C:14]([CH:18]=[CH:19][C:20]=1[N+:21]([O-:23])=[O:22])[C:15]([OH:17])=[O:16], predict the reaction product. The product is: [CH3:5][O:16][C:15](=[O:17])[C:14]1[CH:18]=[CH:19][C:20]([N+:21]([O-:23])=[O:22])=[C:12]([O:11][CH3:10])[CH:13]=1. (5) Given the reactants Cl.[CH2:2]([O:4][C:5](=[O:27])[C@@H:6]([O:24][CH2:25][CH3:26])[CH2:7][C:8]1[CH:13]=[CH:12][C:11]([O:14][CH2:15][CH2:16][C:17]2[CH:22]=[CH:21][C:20]([NH2:23])=[CH:19][CH:18]=2)=[CH:10][CH:9]=1)[CH3:3].Cl[C:29]([O:31][CH3:32])=[O:30], predict the reaction product. The product is: [CH2:2]([O:4][C:5](=[O:27])[C@@H:6]([O:24][CH2:25][CH3:26])[CH2:7][C:8]1[CH:13]=[CH:12][C:11]([O:14][CH2:15][CH2:16][C:17]2[CH:18]=[CH:19][C:20]([NH:23][C:29]([O:31][CH3:32])=[O:30])=[CH:21][CH:22]=2)=[CH:10][CH:9]=1)[CH3:3]. (6) Given the reactants Br[C:2]1[CH:7]=[CH:6][C:5]([CH:8]([OH:13])[C:9]([F:12])([F:11])[F:10])=[CH:4][CH:3]=1.[C:14]([C:16]1[CH:17]=[C:18](B(O)O)[CH:19]=[CH:20][CH:21]=1)#[N:15], predict the reaction product. The product is: [F:10][C:9]([F:12])([F:11])[CH:8]([C:5]1[CH:6]=[CH:7][C:2]([C:20]2[CH:19]=[CH:18][CH:17]=[C:16]([C:14]#[N:15])[CH:21]=2)=[CH:3][CH:4]=1)[OH:13]. (7) Given the reactants F[C:2]1[CH:3]=[CH:4][C:5]([N+]([O-])=O)=[C:6]([CH:8]=1)N.[CH3:12][C@H:13]1[NH:18][CH2:17][C@@H](CN(C)C)[O:15][CH2:14]1.C(N(CC)CC)C.CN1C(=O)CCC1, predict the reaction product. The product is: [CH2:17]([NH:18][C@H:13]([CH3:12])[CH2:14][OH:15])[C:2]1[CH:3]=[CH:4][CH:5]=[CH:6][CH:8]=1.